From a dataset of Forward reaction prediction with 1.9M reactions from USPTO patents (1976-2016). Predict the product of the given reaction. (1) Given the reactants [CH2:1]([O:8][C:9]([NH:11][C:12]1[C:13]([CH3:42])=[C:14]([C:18]2[C:30]3[C:29]4[C:24](=[CH:25][C:26]([N:31]5[CH2:36][CH2:35][O:34][CH2:33][CH2:32]5)=[CH:27][CH:28]=4)[NH:23][C:22]=3[C:21]([C:37]([O:39]CC)=[O:38])=[N:20][CH:19]=2)[CH:15]=[CH:16][CH:17]=1)=[O:10])[C:2]1[CH:7]=[CH:6][CH:5]=[CH:4][CH:3]=1.O.[OH-].[Li+], predict the reaction product. The product is: [CH2:1]([O:8][C:9]([NH:11][C:12]1[C:13]([CH3:42])=[C:14]([C:18]2[C:30]3[C:29]4[C:24](=[CH:25][C:26]([N:31]5[CH2:32][CH2:33][O:34][CH2:35][CH2:36]5)=[CH:27][CH:28]=4)[NH:23][C:22]=3[C:21]([C:37]([OH:39])=[O:38])=[N:20][CH:19]=2)[CH:15]=[CH:16][CH:17]=1)=[O:10])[C:2]1[CH:3]=[CH:4][CH:5]=[CH:6][CH:7]=1. (2) Given the reactants [OH-].[Na+].C[O:4][C:5]([C:7]1[N:8]=[CH:9][S:10][C:11]=1/[CH:12]=[CH:13]\[S:14][C:15]([C:28]1[CH:33]=[CH:32][CH:31]=[CH:30][CH:29]=1)([C:22]1[CH:27]=[CH:26][CH:25]=[CH:24][CH:23]=1)[C:16]1[CH:21]=[CH:20][CH:19]=[CH:18][CH:17]=1)=[O:6].Cl.C(OCC)(=O)C, predict the reaction product. The product is: [C:5]([C:7]1[N:8]=[CH:9][S:10][C:11]=1/[CH:12]=[CH:13]\[S:14][C:15]([C:28]1[CH:33]=[CH:32][CH:31]=[CH:30][CH:29]=1)([C:16]1[CH:17]=[CH:18][CH:19]=[CH:20][CH:21]=1)[C:22]1[CH:27]=[CH:26][CH:25]=[CH:24][CH:23]=1)([OH:6])=[O:4]. (3) The product is: [CH3:12][O:11][CH2:10][CH2:9][CH2:8][CH2:7][N:6]1[CH:2]=[CH:3][CH:4]=[C:5]1[C:13]([N:15]([CH2:37][CH:38]([CH3:40])[CH3:39])[C@H:16]1[CH2:21][C@@H:20]([C:22]([N:24]2[CH2:25][CH2:26][O:27][CH2:28][CH2:29]2)=[O:23])[CH2:19][N:18]([C:30]([O:32][C:33]([CH3:34])([CH3:35])[CH3:36])=[O:31])[CH2:17]1)=[O:14]. Given the reactants Br[C:2]1[N:6]([CH2:7][CH2:8][CH2:9][CH2:10][O:11][CH3:12])[C:5]([C:13]([N:15]([CH2:37][CH:38]([CH3:40])[CH3:39])[C@H:16]2[CH2:21][C@@H:20]([C:22]([N:24]3[CH2:29][CH2:28][O:27][CH2:26][CH2:25]3)=[O:23])[CH2:19][N:18]([C:30]([O:32][C:33]([CH3:36])([CH3:35])[CH3:34])=[O:31])[CH2:17]2)=[O:14])=[CH:4][CH:3]=1.N1C=CC=CC=1B(O)O.C(=O)([O-])[O-].[Na+].[Na+].C(O)C, predict the reaction product. (4) Given the reactants [F:1][C:2]1[CH:7]=[CH:6][C:5]([C:8]2[C:9]([N:14]3[CH2:19][CH2:18][NH:17][CH2:16][CH2:15]3)=[N:10][CH:11]=[CH:12][N:13]=2)=[CH:4][CH:3]=1.[OH:20][CH2:21][CH2:22][N:23]1[CH:27]=[C:26]([CH:28]=O)[CH:25]=[N:24]1.C(O[BH-](OC(=O)C)OC(=O)C)(=O)C.[Na+].[Cl:44]CCCl, predict the reaction product. The product is: [ClH:44].[F:1][C:2]1[CH:7]=[CH:6][C:5]([C:8]2[C:9]([N:14]3[CH2:15][CH2:16][N:17]([CH2:28][C:26]4[CH:25]=[N:24][N:23]([CH2:22][CH2:21][OH:20])[CH:27]=4)[CH2:18][CH2:19]3)=[N:10][CH:11]=[CH:12][N:13]=2)=[CH:4][CH:3]=1.